Predict the product of the given reaction. From a dataset of Forward reaction prediction with 1.9M reactions from USPTO patents (1976-2016). (1) Given the reactants [Br:1][C:2]1[C:7]([OH:8])=[CH:6][CH:5]=[CH:4][N:3]=1.[CH3:9][O:10][CH2:11]Cl, predict the reaction product. The product is: [Br:1][C:2]1[C:7]([O:8][CH2:9][O:10][CH3:11])=[CH:6][CH:5]=[CH:4][N:3]=1. (2) Given the reactants [Cl:1][C:2]1[C:7]([F:8])=[C:6](Cl)[N:5]=[C:4]([C:10]2[CH:15]=[CH:14][C:13]([O:16][CH3:17])=[CH:12][N:11]=2)[N:3]=1.[CH3:18][O-:19].[Na+].Cl, predict the reaction product. The product is: [Cl:1][C:2]1[C:7]([F:8])=[C:6]([O:19][CH3:18])[N:5]=[C:4]([C:10]2[CH:15]=[CH:14][C:13]([O:16][CH3:17])=[CH:12][N:11]=2)[N:3]=1. (3) Given the reactants [F:1][C:2]1[CH:3]=[C:4]([C@@H:9]2[C@@H:14]([CH:15]=[O:16])[CH2:13][N:12]([C:17]([O:19][C:20]([CH3:23])([CH3:22])[CH3:21])=[O:18])[C@@H:11]([CH3:24])[CH2:10]2)[CH:5]=[CH:6][C:7]=1[F:8].P([O-])(O)(O)=[O:26].[Na+].CC(=CC)C.Cl([O-])=O.[Na+], predict the reaction product. The product is: [C:20]([O:19][C:17]([N:12]1[C@@H:11]([CH3:24])[CH2:10][C@H:9]([C:4]2[CH:5]=[CH:6][C:7]([F:8])=[C:2]([F:1])[CH:3]=2)[C@@H:14]([C:15]([OH:26])=[O:16])[CH2:13]1)=[O:18])([CH3:23])([CH3:22])[CH3:21]. (4) Given the reactants O.[NH2:2][NH2:3].[C:4](Cl)([O:6][CH2:7][CH:8]1[C:20]2[C:15](=[CH:16][CH:17]=[CH:18][CH:19]=2)[C:14]2[C:9]1=[CH:10][CH:11]=[CH:12][CH:13]=2)=[O:5], predict the reaction product. The product is: [C:4]([O:6][CH2:7][CH:8]1[C:20]2[CH:19]=[CH:18][CH:17]=[CH:16][C:15]=2[C:14]2[C:9]1=[CH:10][CH:11]=[CH:12][CH:13]=2)(=[O:5])[NH:2][NH2:3]. (5) The product is: [F:1][C:2]([F:8])([F:7])[S:3]([O-:6])(=[O:5])=[O:4].[CH3:31][S:32][C:26]1[CH:25]=[CH:24][C:23]([S+:16]([C:17]2[CH:22]=[CH:21][CH:20]=[CH:19][CH:18]=2)[C:13]2[CH:14]=[CH:15][CH:10]=[CH:11][CH:12]=2)=[CH:28][CH:27]=1. Given the reactants [F:1][C:2]([F:8])([F:7])[S:3]([O-:6])(=[O:5])=[O:4].F[C:10]1[CH:15]=[CH:14][C:13]([S+:16]([C:23]2[CH:28]=[CH:27][CH:26]=[CH:25][CH:24]=2)[C:17]2[CH:22]=[CH:21][CH:20]=[CH:19][CH:18]=2)=[CH:12][CH:11]=1.[OH-].[Na+].[CH3:31][SH:32], predict the reaction product. (6) Given the reactants [F:1][C:2]([F:48])([F:47])[C:3]1[CH:4]=[C:5]([CH:40]=[C:41]([C:43]([F:46])([F:45])[F:44])[CH:42]=1)[CH2:6][N:7]([CH2:20][C:21]1[CH:35]=[C:34]([C:36]([F:39])([F:38])[F:37])[CH:33]=[CH:32][C:22]=1[O:23][CH2:24][CH2:25][CH2:26][C:27]([O:29]CC)=[O:28])[C:8]1[N:13]=[CH:12][C:11]([N:14]2[CH2:19][CH2:18][O:17][CH2:16][CH2:15]2)=[CH:10][N:9]=1.[OH-].[Na+].Cl.C(OCC)(=O)C, predict the reaction product. The product is: [F:48][C:2]([F:1])([F:47])[C:3]1[CH:4]=[C:5]([CH:40]=[C:41]([C:43]([F:44])([F:46])[F:45])[CH:42]=1)[CH2:6][N:7]([CH2:20][C:21]1[CH:35]=[C:34]([C:36]([F:39])([F:38])[F:37])[CH:33]=[CH:32][C:22]=1[O:23][CH2:24][CH2:25][CH2:26][C:27]([OH:29])=[O:28])[C:8]1[N:13]=[CH:12][C:11]([N:14]2[CH2:19][CH2:18][O:17][CH2:16][CH2:15]2)=[CH:10][N:9]=1.